From a dataset of M1 muscarinic receptor agonist screen with 61,833 compounds. Binary Classification. Given a drug SMILES string, predict its activity (active/inactive) in a high-throughput screening assay against a specified biological target. (1) The result is 0 (inactive). The compound is s1c(nnc1NC(=O)CSc1ccccc1)COCC. (2) The result is 0 (inactive). The molecule is S(c1nc(cc(c1C#N)C)C)CC(=O)Nc1c(cccc1)C(=O)N. (3) The molecule is OC(=O)C(NC(=O)NCc1ccccc1)C(CC)C. The result is 0 (inactive). (4) The drug is O=C1N(C(=O)CC1N1CCN(CC1)c1ccc(cc1)C(=O)c1ccncc1)Cc1ccccc1. The result is 1 (active). (5) The result is 0 (inactive). The compound is FC(F)(F)C(NC(=O)Nc1ccc(O)cc1)(CC)C(F)(F)F.